This data is from Catalyst prediction with 721,799 reactions and 888 catalyst types from USPTO. The task is: Predict which catalyst facilitates the given reaction. (1) Reactant: C1(C)C=CC(S([O-])(=O)=O)=CC=1.[NH+]1C=CC=CC=1.[Cl:18][CH2:19][C:20]([O:22][CH:23]1[C:24]([O:66]C(OCC)C)([CH3:65])[CH2:25][CH2:26][CH:27]([O:59]C(OCC)C)[CH2:28][C:29]([O:31][CH:32](/[C:37](/[CH3:58])=[CH:38]/[CH:39]=[CH:40]/[CH:41]([CH3:57])[CH2:42][CH:43]2[O:56][CH:44]2[CH:45]([CH3:55])[CH:46]([O:49]C(OCC)C)[CH2:47][CH3:48])[CH:33]([CH3:36])[CH:34]=[CH:35]1)=[O:30])=[O:21]. Product: [Cl:18][CH2:19][C:20]([O:22][CH:23]1[C:24]([OH:66])([CH3:65])[CH2:25][CH2:26][CH:27]([OH:59])[CH2:28][C:29]([O:31][CH:32](/[C:37](/[CH3:58])=[CH:38]/[CH:39]=[CH:40]/[CH:41]([CH3:57])[CH2:42][CH:43]2[O:56][CH:44]2[CH:45]([CH3:55])[CH:46]([OH:49])[CH2:47][CH3:48])[CH:33]([CH3:36])[CH:34]=[CH:35]1)=[O:30])=[O:21]. The catalyst class is: 5. (2) Reactant: Cl.[F:2][C:3]([F:18])([F:17])[C:4]1[N:5]=[CH:6][C:7]([NH:10][C@H:11]2[CH2:15][CH2:14][CH2:13][C@@H:12]2[NH2:16])=[N:8][CH:9]=1.[F:19][CH:20]([F:30])[C:21]1[CH:29]=[CH:28][CH:27]=[CH:26][C:22]=1[C:23](O)=[O:24].C(N(CC)CC)C.O1POPOP1. Product: [F:19][CH:20]([F:30])[C:21]1[CH:29]=[CH:28][CH:27]=[CH:26][C:22]=1[C:23]([NH:16][C@H:12]1[CH2:13][CH2:14][CH2:15][C@@H:11]1[NH:10][C:7]1[CH:6]=[N:5][C:4]([C:3]([F:2])([F:17])[F:18])=[CH:9][N:8]=1)=[O:24]. The catalyst class is: 2. (3) Reactant: C([O:3][C:4](=[O:35])[CH2:5][O:6][C:7]1[CH:12]=[CH:11][C:10]([S:13][C:14]2[CH:19]=[C:18]([C:20]#[C:21][CH2:22][N:23]3[CH2:28][CH2:27][O:26][CH2:25][CH2:24]3)[CH:17]=[C:16]([O:29][CH2:30][C:31]#[C:32][CH3:33])[CH:15]=2)=[CH:9][C:8]=1[CH3:34])C.[OH-].[Na+].Cl. Product: [CH2:30]([O:29][C:16]1[CH:15]=[C:14]([S:13][C:10]2[CH:11]=[CH:12][C:7]([O:6][CH2:5][C:4]([OH:35])=[O:3])=[C:8]([CH3:34])[CH:9]=2)[CH:19]=[C:18]([C:20]#[C:21][CH2:22][N:23]2[CH2:24][CH2:25][O:26][CH2:27][CH2:28]2)[CH:17]=1)[C:31]#[C:32][CH3:33]. The catalyst class is: 8. (4) Reactant: [Br:1][C:2]1[CH:3]=[C:4]([CH:8]=[C:9]([O:11][C:12]([F:15])([F:14])[F:13])[CH:10]=1)[C:5](O)=[O:6].C(Cl)(=O)C([Cl:19])=O. Product: [Br:1][C:2]1[CH:3]=[C:4]([CH:8]=[C:9]([O:11][C:12]([F:15])([F:14])[F:13])[CH:10]=1)[C:5]([Cl:19])=[O:6]. The catalyst class is: 59.